This data is from Forward reaction prediction with 1.9M reactions from USPTO patents (1976-2016). The task is: Predict the product of the given reaction. (1) Given the reactants [N:1]1([C:7]([NH:9][CH:10]([CH2:14][S:15]([CH2:18][C:19]2[CH:24]=[CH:23][CH:22]=[CH:21][CH:20]=2)(=[O:17])=[O:16])[C:11](O)=[O:12])=[O:8])[CH2:6][CH2:5][O:4][CH2:3][CH2:2]1.OC(C(F)(F)F)=O.[NH2:32][CH:33]([CH2:47][CH2:48][CH2:49][CH3:50])[CH:34]([C:36]1[O:37][C:38]([C:41]2[CH:46]=[CH:45][CH:44]=[CH:43][CH:42]=2)=[N:39][N:40]=1)[OH:35].C1C=CC2N(O)N=NC=2C=1.C(Cl)CCl.CN1CCOCC1, predict the reaction product. The product is: [OH:35][CH:34]([C:36]1[O:37][C:38]([C:41]2[CH:46]=[CH:45][CH:44]=[CH:43][CH:42]=2)=[N:39][N:40]=1)[CH:33]([NH:32][C:11]([CH:10]([NH:9][C:7]([N:1]1[CH2:6][CH2:5][O:4][CH2:3][CH2:2]1)=[O:8])[CH2:14][S:15]([CH2:18][C:19]1[CH:24]=[CH:23][CH:22]=[CH:21][CH:20]=1)(=[O:17])=[O:16])=[O:12])[CH2:47][CH2:48][CH2:49][CH3:50]. (2) Given the reactants [CH:1]([N-]C(C)C)(C)C.[Li+].[C:9](#[N:12])[CH2:10][CH3:11].P(Cl)(OCC)([O:15][CH2:16]C)=O.O=[C:23]1[C:29]2[CH:30]=[CH:31][C:32]([C:34]([OH:36])=[O:35])=[CH:33][C:28]=2CC[C:25]2[CH:37]=[CH:38][CH:39]=[CH:40][C:24]1=2, predict the reaction product. The product is: [C:9](/[C:10](=[C:23]1/[C:29]2[CH:30]=[CH:31][C:32]([C:34]([O:36][CH3:1])=[O:35])=[CH:33][C:28]=2[O:15][CH2:16][C:25]2[CH:37]=[CH:38][CH:39]=[CH:40][C:24]/1=2)/[CH3:11])#[N:12].[C:9](/[C:10](=[C:23]1\[C:29]2[CH:30]=[CH:31][C:32]([C:34]([O:36][CH3:1])=[O:35])=[CH:33][C:28]=2[O:15][CH2:16][C:25]2[CH:37]=[CH:38][CH:39]=[CH:40][C:24]\1=2)/[CH3:11])#[N:12]. (3) Given the reactants C[O-].[Na+].[F:4][C:5]([F:25])([F:24])[C:6]1[CH:11]=[CH:10][C:9]([NH:12][C:13](=[O:23])[CH2:14][C@@H:15](OS(C)(=O)=O)[CH2:16][CH3:17])=[CH:8][CH:7]=1.O, predict the reaction product. The product is: [CH2:16]([C@H:15]1[N:12]([C:9]2[CH:10]=[CH:11][C:6]([C:5]([F:25])([F:24])[F:4])=[CH:7][CH:8]=2)[C:13](=[O:23])[CH2:14]1)[CH3:17].